Dataset: Catalyst prediction with 721,799 reactions and 888 catalyst types from USPTO. Task: Predict which catalyst facilitates the given reaction. Reactant: [C:1]([NH:8][C@H:9]([C:18]([OH:20])=O)[CH2:10][C:11]1[CH:16]=[CH:15][C:14]([F:17])=[CH:13][CH:12]=1)([O:3][C:4]([CH3:7])([CH3:6])[CH3:5])=[O:2].[OH:21][C@H:22]1[CH2:26][CH2:25][NH:24][CH2:23]1.CCN(C(C)C)C(C)C.C1C=CC2N(O)N=NC=2C=1.O.CCN=C=NCCCN(C)C. Product: [C:4]([O:3][C:1](=[O:2])[NH:8][C@@H:9]([CH2:10][C:11]1[CH:12]=[CH:13][C:14]([F:17])=[CH:15][CH:16]=1)[C:18]([N:24]1[CH2:25][CH2:26][C@H:22]([OH:21])[CH2:23]1)=[O:20])([CH3:5])([CH3:6])[CH3:7]. The catalyst class is: 3.